From a dataset of Full USPTO retrosynthesis dataset with 1.9M reactions from patents (1976-2016). Predict the reactants needed to synthesize the given product. (1) Given the product [Br:16][C:14]1[CH:13]=[CH:12][C:11]([O:17][CH3:18])=[C:10]([C:7]([CH3:9])([CH3:8])[CH2:6][C:5]([OH:23])([C:19]([F:22])([F:21])[F:20])[CH2:4][OH:3])[CH:15]=1, predict the reactants needed to synthesize it. The reactants are: C([O:3][C:4](=O)[C:5]([OH:23])([C:19]([F:22])([F:21])[F:20])[CH2:6][C:7]([C:10]1[CH:15]=[C:14]([Br:16])[CH:13]=[CH:12][C:11]=1[O:17][CH3:18])([CH3:9])[CH3:8])C.[H-].[Al+3].[Li+].[H-].[H-].[H-].C(=O)(O)[O-].[Na+]. (2) Given the product [F:17][C:15]1[CH:14]=[CH:13][C:12]([O:18][CH2:32][C:33]2[CH:38]=[CH:37][C:36]([C:39]3[CH:44]=[CH:43][C:42]([CH3:45])=[CH:41][CH:40]=3)=[CH:35][CH:34]=2)=[C:11]([CH2:10][CH2:9][N:8]([CH2:19][C:20]2[CH:29]=[CH:28][C:23]([C:24]([O:26][CH3:27])=[O:25])=[CH:22][CH:21]=2)[CH2:7][CH2:6][CH2:5][CH2:4][C:3]([O:2][CH3:1])=[O:30])[CH:16]=1, predict the reactants needed to synthesize it. The reactants are: [CH3:1][O:2][C:3](=[O:30])[CH2:4][CH2:5][CH2:6][CH2:7][N:8]([CH2:19][C:20]1[CH:29]=[CH:28][C:23]([C:24]([O:26][CH3:27])=[O:25])=[CH:22][CH:21]=1)[CH2:9][CH2:10][C:11]1[CH:16]=[C:15]([F:17])[CH:14]=[CH:13][C:12]=1[OH:18].Cl[CH2:32][C:33]1[CH:38]=[CH:37][C:36]([C:39]2[CH:44]=[CH:43][C:42]([C:45](F)(F)F)=[CH:41][CH:40]=2)=[CH:35][CH:34]=1.C(=O)([O-])[O-].[Cs+].[Cs+].[I-].[K+]. (3) The reactants are: [CH2:1]([S:3][C:4]1[C:5]([C:10]2[N:23]([CH3:24])[C:13]3=[N:14][CH:15]=[C:16]([S:18][C:19]([F:22])([F:21])[F:20])[CH:17]=[C:12]3[N:11]=2)=[N:6][CH:7]=[CH:8][CH:9]=1)[CH3:2].ClC1C=CC=C(C(OO)=[O:33])C=1.C(=O)([O-])O.[Na+]. Given the product [CH2:1]([S:3]([C:4]1[C:5]([C:10]2[N:23]([CH3:24])[C:13]3=[N:14][CH:15]=[C:16]([S:18][C:19]([F:22])([F:20])[F:21])[CH:17]=[C:12]3[N:11]=2)=[N:6][CH:7]=[CH:8][CH:9]=1)=[O:33])[CH3:2], predict the reactants needed to synthesize it. (4) Given the product [C:19]([C:9]1[C:8]2[CH:22]=[C:4]([CH:1]3[CH2:3][CH2:2]3)[C:5]([N:23]([CH2:28][C:29]3[CH:30]=[CH:31][C:32]([O:35][CH3:36])=[CH:33][CH:34]=3)[S:24]([CH3:27])(=[O:26])=[O:25])=[CH:6][C:7]=2[O:11][C:10]=1[C:12]1[CH:13]=[CH:14][C:15]([F:18])=[CH:16][CH:17]=1)#[N:20], predict the reactants needed to synthesize it. The reactants are: [CH:1]1([C:4]2[C:5]([N:23]([CH2:28][C:29]3[CH:34]=[CH:33][C:32]([O:35][CH3:36])=[CH:31][CH:30]=3)[S:24]([CH3:27])(=[O:26])=[O:25])=[CH:6][C:7]3[O:11][C:10]([C:12]4[CH:17]=[CH:16][C:15]([F:18])=[CH:14][CH:13]=4)=[C:9]([CH:19]=[N:20]O)[C:8]=3[CH:22]=2)[CH2:3][CH2:2]1.